Dataset: Full USPTO retrosynthesis dataset with 1.9M reactions from patents (1976-2016). Task: Predict the reactants needed to synthesize the given product. Given the product [F:29][C:30]([F:49])([F:48])[S:31]([O:28][C:25]1[CH2:24][CH2:23][CH:22]([C:19]2[CH:20]=[CH:21][C:16]([CH2:13][CH2:14][CH3:15])=[CH:17][CH:18]=2)[CH2:27][CH:26]=1)(=[O:33])=[O:32], predict the reactants needed to synthesize it. The reactants are: C(NC(C)C)(C)C.C([Li])CCC.[CH2:13]([C:16]1[CH:21]=[CH:20][C:19]([CH:22]2[CH2:27][CH2:26][C:25](=[O:28])[CH2:24][CH2:23]2)=[CH:18][CH:17]=1)[CH2:14][CH3:15].[F:29][C:30]([F:49])([F:48])[S:31](N(C1C=CC=CC=1)[S:31]([C:30]([F:49])([F:48])[F:29])(=[O:33])=[O:32])(=[O:33])=[O:32].